From a dataset of Reaction yield outcomes from USPTO patents with 853,638 reactions. Predict the reaction yield, written as a fraction of the theoretical maximum amount of product (1.0 means a 100% yield; for example, 0.34 means a 34% yield). The reactants are [C:1]([NH2:5])(=[O:4])[CH2:2][CH3:3].[H-].[Na+].[Br:8][C:9]1[CH:10]=[N:11][CH:12]=[C:13]([CH2:15]Cl)[CH:14]=1.O. The catalyst is CN(C=O)C. The product is [Br:8][C:9]1[CH:14]=[C:13]([CH2:15][NH:5][C:1](=[O:4])[CH2:2][CH3:3])[CH:12]=[N:11][CH:10]=1. The yield is 0.820.